This data is from HIV replication inhibition screening data with 41,000+ compounds from the AIDS Antiviral Screen. The task is: Binary Classification. Given a drug SMILES string, predict its activity (active/inactive) in a high-throughput screening assay against a specified biological target. (1) The result is 0 (inactive). The molecule is CCCCS(=N)(=O)CCC(N)P(=O)(O)O. (2) The molecule is N#CC(C#N)=C1NC(=O)C(c2ccccc2)C(=O)N1. The result is 0 (inactive). (3) The drug is Cc1[nH]c2ncn(N)c(=N)c2c1Cc1ccccc1. The result is 0 (inactive). (4) The compound is COc1cccc(C2SCC(=O)N2c2ccc(-n3c(-c4ccccc4)nc4ccccc4c3=O)cc2)c1OC. The result is 0 (inactive). (5) The compound is O=C(CCn1[nH]c(=O)c(Cl)c(Cl)c1=O)NO. The result is 0 (inactive). (6) The compound is O=C(c1ccc(Cl)cc1)c1ccc(OCCCCCCCCCCOc2ccc(C(=O)c3ccc(Cl)cc3)cc2)cc1. The result is 0 (inactive).